From a dataset of TCR-epitope binding with 47,182 pairs between 192 epitopes and 23,139 TCRs. Binary Classification. Given a T-cell receptor sequence (or CDR3 region) and an epitope sequence, predict whether binding occurs between them. The epitope is IVTDFSVIK. The TCR CDR3 sequence is CASSLTSVYNEQFF. Result: 1 (the TCR binds to the epitope).